From a dataset of Peptide-MHC class I binding affinity with 185,985 pairs from IEDB/IMGT. Regression. Given a peptide amino acid sequence and an MHC pseudo amino acid sequence, predict their binding affinity value. This is MHC class I binding data. (1) The peptide sequence is FPAPRAETL. The binding affinity (normalized) is 0.0847. The MHC is HLA-B15:01 with pseudo-sequence HLA-B15:01. (2) The peptide sequence is NPVILSKLM. The MHC is HLA-B35:01 with pseudo-sequence HLA-B35:01. The binding affinity (normalized) is 0.431.